From a dataset of Catalyst prediction with 721,799 reactions and 888 catalyst types from USPTO. Predict which catalyst facilitates the given reaction. (1) Product: [CH3:52][O:51][N:50]([CH3:49])[C:5]([C:4]1[CH:8]=[CH:9][C:10]2[N:11]([C:12]3[CH:17]=[CH:16][CH:15]=[CH:14][CH:13]=3)[C:24](=[O:25])[NH:1][C:2]=2[CH:3]=1)=[O:7]. Reactant: [NH2:1][C:2]1[CH:3]=[C:4]([CH:8]=[CH:9][C:10]=1[NH:11][C:12]1[CH:17]=[CH:16][CH:15]=[CH:14][CH:13]=1)[C:5]([OH:7])=O.[N+](C1C=C(C=CC=1NC1C=CC=CC=1)[C:24](O)=[O:25])([O-])=O.C(C1NC=CN=1)(C1NC=CN=1)=O.[CH3:49][NH:50][O:51][CH3:52]. The catalyst class is: 1. (2) Product: [Cl:22][C:20]1[CH:21]=[C:16]([CH:17]=[C:18]([Cl:23])[CH:19]=1)[CH2:15][O:14][C:10]1[CH:11]=[CH:12][CH:13]=[C:4]([C:3]([OH:24])=[O:2])[C:5]=1[C:6]([OH:8])=[O:7]. Reactant: C[O:2][C:3](=[O:24])[C:4]1[C:5](=[C:10]([O:14][CH2:15][C:16]2[CH:21]=[C:20]([Cl:22])[CH:19]=[C:18]([Cl:23])[CH:17]=2)[CH:11]=[CH:12][CH:13]=1)[C:6]([O:8]C)=[O:7]. The catalyst class is: 74. (3) Product: [NH2:1][C:2]1[N:3]=[CH:4][C:5]([C:18]2[CH:19]=[N:20][N:21]([CH2:23][C:24]([NH:41][CH:42]3[CH2:47][CH2:46][N:45]([C:48]([O:50][C:51]([CH3:52])([CH3:53])[CH3:54])=[O:49])[C@@H:44]([C:55]([O:57][C:58]([CH3:61])([CH3:60])[CH3:59])=[O:56])[CH2:43]3)=[O:25])[CH:22]=2)=[N:6][C:7]=1[NH:8][CH2:9][C:10]1[C:15]([Cl:16])=[CH:14][CH:13]=[CH:12][C:11]=1[Cl:17]. The catalyst class is: 31. Reactant: [NH2:1][C:2]1[N:3]=[CH:4][C:5]([C:18]2[CH:19]=[N:20][N:21]([CH2:23][C:24](O)=[O:25])[CH:22]=2)=[N:6][C:7]=1[NH:8][CH2:9][C:10]1[C:15]([Cl:16])=[CH:14][CH:13]=[CH:12][C:11]=1[Cl:17].C(Cl)CCl.C1C=CC2N(O)N=NC=2C=1.[NH2:41][CH:42]1[CH2:47][CH2:46][N:45]([C:48]([O:50][C:51]([CH3:54])([CH3:53])[CH3:52])=[O:49])[C@@H:44]([C:55]([O:57][C:58]([CH3:61])([CH3:60])[CH3:59])=[O:56])[CH2:43]1. (4) The catalyst class is: 5. Reactant: C[N:2](C)[CH:3]=[CH:4][C:5]([C:7]1[C:12](=[O:13])[CH:11]=[CH:10][N:9]([C:14]2[CH:19]=[CH:18][CH:17]=[C:16]([CH3:20])[CH:15]=2)[N:8]=1)=O.[C:22]1([NH:28]N)[CH:27]=[CH:26][CH:25]=[CH:24][CH:23]=1. Product: [CH3:20][C:16]1[CH:15]=[C:14]([N:9]2[CH:10]=[CH:11][C:12](=[O:13])[C:7]([C:5]3[N:28]([C:22]4[CH:27]=[CH:26][CH:25]=[CH:24][CH:23]=4)[N:2]=[CH:3][CH:4]=3)=[N:8]2)[CH:19]=[CH:18][CH:17]=1. (5) Product: [CH2:1]([O:8][CH2:9][CH2:10][CH2:11][C:12]([NH:29][C:24]1[N:25]=[CH:26][CH:27]=[CH:28][C:23]=1[C:22]([OH:30])=[O:21])=[O:14])[C:2]1[CH:3]=[CH:4][CH:5]=[CH:6][CH:7]=1. The catalyst class is: 542. Reactant: [CH2:1]([O:8][CH2:9][CH2:10][CH2:11][C:12]([OH:14])=O)[C:2]1[CH:7]=[CH:6][CH:5]=[CH:4][CH:3]=1.S(Cl)(Cl)=O.C([O:21][C:22](=[O:30])[C:23]1[CH:28]=[CH:27][CH:26]=[N:25][C:24]=1[NH2:29])C.C(=O)([O-])O.[Na+]. (6) Reactant: [F:1][C:2]1[CH:3]=[C:4]([N+:9]([O-:11])=[O:10])[CH:5]=[CH:6][C:7]=1F.[CH2:12]1[C:21]2[C:16](=[CH:17][CH:18]=[CH:19][CH:20]=2)[CH2:15][CH2:14][NH:13]1.CCN(CC)CC. Product: [F:1][C:2]1[CH:3]=[C:4]([N+:9]([O-:11])=[O:10])[CH:5]=[CH:6][C:7]=1[N:13]1[CH2:14][CH2:15][C:16]2[C:21](=[CH:20][CH:19]=[CH:18][CH:17]=2)[CH2:12]1. The catalyst class is: 25. (7) Reactant: Cl.Cl.[Cl:3][C:4]1[CH:5]=[C:6]([N:10]2[CH2:15][CH2:14][NH:13][CH2:12][CH2:11]2)[CH:7]=[CH:8][CH:9]=1.Br[CH:17]([CH3:33])[C:18]([C:20]1[CH:29]=[CH:28][C:27]2[C:22](=[CH:23][CH:24]=[C:25]([O:31][CH3:32])[C:26]=2[Cl:30])[CH:21]=1)=[O:19].C([O-])([O-])=O.[K+].[K+]. Product: [ClH:3].[ClH:30].[Cl:3][C:4]1[CH:5]=[C:6]([N:10]2[CH2:15][CH2:14][N:13]([CH:17]([C:18]([C:20]3[CH:29]=[CH:28][C:27]4[C:22](=[CH:23][CH:24]=[C:25]([O:31][CH3:32])[C:26]=4[Cl:30])[CH:21]=3)=[O:19])[CH3:33])[CH2:12][CH2:11]2)[CH:7]=[CH:8][CH:9]=1. The catalyst class is: 3.